This data is from Forward reaction prediction with 1.9M reactions from USPTO patents (1976-2016). The task is: Predict the product of the given reaction. (1) Given the reactants [Br:1][C:2]1[CH:7]=[CH:6][C:5]([C:8]2[N:9](Cl)[CH:10]([C:14]3[C:19]([F:20])=[CH:18][CH:17]=[CH:16][C:15]=3[F:21])[N:11]=[CH:12][CH:13]=2)=[CH:4][CH:3]=1.[C-:23]#[N:24].[K+].C1(C)C=CC=CC=1S([O-])=O.[Na+], predict the reaction product. The product is: [Br:1][C:2]1[CH:7]=[CH:6][C:5]([C:8]2[N:9]([C:23]#[N:24])[CH:10]([C:14]3[C:19]([F:20])=[CH:18][CH:17]=[CH:16][C:15]=3[F:21])[N:11]=[CH:12][CH:13]=2)=[CH:4][CH:3]=1. (2) Given the reactants [F:1][CH:2]([F:40])[C:3]1[CH:4]=[C:5]([CH:29]=[CH:30][C:31]=1[CH2:32][N:33]1[CH2:38][CH2:37][N:36]([CH3:39])[CH2:35][CH2:34]1)[C:6]([NH:8][C:9]1[CH:14]=[CH:13][C:12]([CH3:15])=[C:11]([NH:16][C:17]2[N:22]=[C:21]([C:23]3[CH:24]=[N:25][CH:26]=[N:27][CH:28]=3)[CH:20]=[CH:19][N:18]=2)[CH:10]=1)=[O:7].[ClH:41], predict the reaction product. The product is: [ClH:41].[F:40][CH:2]([F:1])[C:3]1[CH:4]=[C:5]([CH:29]=[CH:30][C:31]=1[CH2:32][N:33]1[CH2:38][CH2:37][N:36]([CH3:39])[CH2:35][CH2:34]1)[C:6]([NH:8][C:9]1[CH:14]=[CH:13][C:12]([CH3:15])=[C:11]([NH:16][C:17]2[N:22]=[C:21]([C:23]3[CH:28]=[N:27][CH:26]=[N:25][CH:24]=3)[CH:20]=[CH:19][N:18]=2)[CH:10]=1)=[O:7]. (3) Given the reactants O[CH:2]=[CH:3][C:4](=O)[C:5]([O:9]C)(OC)[CH3:6].[Na].S([O-])(OC)(=O)=O.S(O)(O)(=O)=O.C[NH:25][C:26](=[NH:28])[SH:27].[C:29](=O)([O-])[O-].[Na+].[Na+], predict the reaction product. The product is: [CH3:29][S:27][C:26]1[N:28]=[C:4]([C:5](=[O:9])[CH3:6])[CH:3]=[CH:2][N:25]=1. (4) Given the reactants C(N(CC)CC)C.[Br:8][C:9]1[C:14]([CH2:15][OH:16])=[CH:13][CH:12]=[CH:11][N:10]=1.[CH3:17][S:18](Cl)(=[O:20])=[O:19], predict the reaction product. The product is: [CH3:17][S:18]([O:16][CH2:15][C:14]1[C:9]([Br:8])=[N:10][CH:11]=[CH:12][CH:13]=1)(=[O:20])=[O:19]. (5) Given the reactants [Br:1][C:2]1[CH:14]=[CH:13][C:12]2[C:11]3[C:6](=[CH:7][C:8]([Br:15])=[CH:9][CH:10]=3)[C:5]([CH2:19][CH:20]=[O:21])([CH2:16][CH:17]=[O:18])[C:4]=2[CH:3]=1.[BH4-].[Na+], predict the reaction product. The product is: [Br:1][C:2]1[CH:14]=[CH:13][C:12]2[C:11]3[C:6](=[CH:7][C:8]([Br:15])=[CH:9][CH:10]=3)[C:5]([CH2:16][CH2:17][OH:18])([CH2:19][CH2:20][OH:21])[C:4]=2[CH:3]=1. (6) The product is: [Cl:18][C:2]1[CH:7]=[C:6]([C:8](=[NH:9])[NH:16][OH:17])[C:5]([CH3:10])=[CH:4][C:3]=1[CH2:11][C:12]([O:14][CH3:15])=[O:13]. Given the reactants Cl[C:2]1[CH:7]=[C:6]([C:8]#[N:9])[C:5]([CH3:10])=[CH:4][C:3]=1[CH2:11][C:12]([O:14][CH3:15])=[O:13].[NH2:16][OH:17].[ClH:18].C([O-])(O)=O.[Na+], predict the reaction product. (7) Given the reactants [C:1]1([C@@:11]23[CH2:16][CH:15]2[CH2:14][O:13][C:12]3=[O:17])[C:10]2[C:5](=[CH:6][CH:7]=[CH:8][CH:9]=2)[CH:4]=[CH:3][CH:2]=1.ClCCl, predict the reaction product. The product is: [C:1]1([C@@:11]2([CH2:12][OH:17])[CH2:16][CH:15]2[CH2:14][OH:13])[C:10]2[C:5](=[CH:6][CH:7]=[CH:8][CH:9]=2)[CH:4]=[CH:3][CH:2]=1. (8) Given the reactants [F:1][C:2]1[CH:27]=[C:26]([F:28])[CH:25]=[CH:24][C:3]=1[O:4][C:5]1[C:21](=[O:22])[N:20]([CH3:23])[C:8]2[N:9]=[C:10]([NH:13][CH:14]3[CH2:19][CH2:18][O:17][CH2:16][CH2:15]3)[N:11]=[CH:12][C:7]=2[CH:6]=1.C(N(CC)C(C)C)(C)C.[C:38](OC(=O)C)(=[O:40])[CH3:39].CCCCCC, predict the reaction product. The product is: [F:1][C:2]1[CH:27]=[C:26]([F:28])[CH:25]=[CH:24][C:3]=1[O:4][C:5]1[C:21](=[O:22])[N:20]([CH3:23])[CH:8]2[N:9]=[C:10]([N:13]([CH:14]3[CH2:19][CH2:18][O:17][CH2:16][CH2:15]3)[C:38](=[O:40])[CH3:39])[N:11]=[CH:12][CH:7]2[CH:6]=1. (9) Given the reactants C([O:8][C@H:9](C)[C:10]([NH:12][C@H:13]1[CH2:17][C@@H:16]([N:18]2[CH:26]=[N:25][C:24]3[C:19]2=[N:20][C:21]([N:42]2[CH2:46]C[C@@H:44]([NH:47][C:48]([NH:50][C:51]4[CH:52]=[N:53][CH:54]=[CH:55][CH:56]=4)=[O:49])[CH2:43]2)=[N:22][C:23]=3[NH:27][CH2:28][CH:29]([C:36]2[CH:41]=[CH:40][CH:39]=[CH:38][CH:37]=2)[C:30]2[CH:35]=[CH:34][CH:33]=[CH:32][CH:31]=2)[C@H:15]([OH:57])[C@@H:14]1[OH:58])=[O:11])C1C=CC=CC=1.[NH2:60][C@@H]1CCN(C2N=C3C(N=CN3[C@@H]3C[C@H](NC(=O)[C@H](OCC4C=CC=CC=4)C)[C@@H](O)[C@H]3O)=C(NCC(C3C=CC=CC=3)C3C=CC=CC=3)N=2)C1, predict the reaction product. The product is: [C:30]1([CH:29]([C:36]2[CH:37]=[CH:38][CH:39]=[CH:40][CH:41]=2)[CH2:28][NH:27][C:23]2[N:22]=[C:21]([N:42]3[CH:43]=[C:44]([NH:47][C:48]([NH:50][C:51]4[CH:52]=[N:53][CH:54]=[CH:55][CH:56]=4)=[O:49])[N:60]=[CH:46]3)[N:20]=[C:19]3[C:24]=2[N:25]=[CH:26][N:18]3[C@@H:16]2[CH2:17][C@H:13]([NH:12][C:10](=[O:11])[CH2:9][OH:8])[C@@H:14]([OH:58])[C@H:15]2[OH:57])[CH:31]=[CH:32][CH:33]=[CH:34][CH:35]=1.